This data is from Reaction yield outcomes from USPTO patents with 853,638 reactions. The task is: Predict the reaction yield, written as a fraction of the theoretical maximum amount of product (1.0 means a 100% yield; for example, 0.34 means a 34% yield). (1) The yield is 0.850. The reactants are [Br:1][C:2]1[CH:3]=[C:4]([CH:6]=[CH:7][C:8]=1[O:9][CH3:10])[NH2:5].CO[CH:13]=[C:14]1[C:19](=[O:20])[O:18][C:17]([CH3:22])([CH3:21])[O:16][C:15]1=[O:23]. The catalyst is CC(O)C. The product is [Br:1][C:2]1[CH:3]=[C:4]([NH:5][CH:13]=[C:14]2[C:15](=[O:23])[O:16][C:17]([CH3:21])([CH3:22])[O:18][C:19]2=[O:20])[CH:6]=[CH:7][C:8]=1[O:9][CH3:10]. (2) The reactants are [Cl:1][C:2]1[CH:3]=[C:4]2[C:8](=[CH:9][CH:10]=1)[NH:7][CH:6]=[C:5]2[CH2:11][CH2:12][NH:13][C:14](=[O:22])[C:15]1[CH:20]=[CH:19][CH:18]=[C:17](I)[CH:16]=1.B(O)(O)[C:24]1[CH:25]=[CH:26][C:27]([CH3:30])=[CH:28][CH:29]=1.C(=O)([O-])[O-].[Na+].[Na+]. The catalyst is C(COC)OC.O.C1C=CC([P]([Pd]([P](C2C=CC=CC=2)(C2C=CC=CC=2)C2C=CC=CC=2)([P](C2C=CC=CC=2)(C2C=CC=CC=2)C2C=CC=CC=2)[P](C2C=CC=CC=2)(C2C=CC=CC=2)C2C=CC=CC=2)(C2C=CC=CC=2)C2C=CC=CC=2)=CC=1. The product is [Cl:1][C:2]1[CH:3]=[C:4]2[C:8](=[CH:9][CH:10]=1)[NH:7][CH:6]=[C:5]2[CH2:11][CH2:12][NH:13][C:14]([C:15]1[CH:16]=[C:17]([C:24]2[CH:29]=[CH:28][C:27]([CH3:30])=[CH:26][CH:25]=2)[CH:18]=[CH:19][CH:20]=1)=[O:22]. The yield is 0.820. (3) The reactants are Br[C:2]1[C:7]([CH3:8])=[CH:6][C:5]([O:9][CH2:10][CH2:11][CH2:12][S:13]([CH3:16])(=[O:15])=[O:14])=[CH:4][C:3]=1[CH3:17].[CH:18]([C:20]1[CH:21]=[C:22](B(O)O)[CH:23]=[CH:24][CH:25]=1)=[O:19].P([O-])([O-])([O-])=O.[K+].[K+].[K+].O. The catalyst is CS(C)=O.[Pd].C1(P(C2C=CC=CC=2)[C-]2C=CC=C2)C=CC=CC=1.[C-]1(P(C2C=CC=CC=2)C2C=CC=CC=2)C=CC=C1.[Fe+2]. The product is [CH3:17][C:3]1[CH:4]=[C:5]([O:9][CH2:10][CH2:11][CH2:12][S:13]([CH3:16])(=[O:15])=[O:14])[CH:6]=[C:7]([CH3:8])[C:2]=1[C:24]1[CH:23]=[CH:22][CH:21]=[C:20]([CH:18]=[O:19])[CH:25]=1. The yield is 0.900. (4) The reactants are [Br:1][C:2]1[CH:3]=[C:4]2[C:9](=[CH:10][CH:11]=1)[N:8]=[CH:7][C:6]([CH2:12][OH:13])=[C:5]2[NH:14][C:15]1[CH:20]=[CH:19][C:18]([N:21]2[CH2:26][CH2:25][N:24]([C:27]([O:29][C:30]([CH3:33])([CH3:32])[CH3:31])=[O:28])[CH2:23][CH2:22]2)=[C:17]([C:34]([F:37])([F:36])[F:35])[CH:16]=1.CC(OI1(OC(C)=O)(OC(C)=O)OC(=O)C2C=CC=CC1=2)=O.C(OCC)(=O)C. The catalyst is C(Cl)Cl. The product is [Br:1][C:2]1[CH:3]=[C:4]2[C:9](=[CH:10][CH:11]=1)[N:8]=[CH:7][C:6]([CH:12]=[O:13])=[C:5]2[NH:14][C:15]1[CH:20]=[CH:19][C:18]([N:21]2[CH2:22][CH2:23][N:24]([C:27]([O:29][C:30]([CH3:33])([CH3:32])[CH3:31])=[O:28])[CH2:25][CH2:26]2)=[C:17]([C:34]([F:37])([F:35])[F:36])[CH:16]=1. The yield is 0.770. (5) The reactants are [NH:1]1[CH2:4][CH:3]([C:5]2[CH:6]=[CH:7][C:8]([NH:11][C:12]3[C:13](=[O:20])[N:14]([CH3:19])[CH:15]=[C:16]([Br:18])[CH:17]=3)=[N:9][CH:10]=2)[CH2:2]1.[O:21]1[CH2:24][C:23](=O)[CH2:22]1.[BH3-]C#N.[Na+]. The catalyst is CO.[Cl-].[Zn+2].[Cl-]. The product is [Br:18][C:16]1[CH:17]=[C:12]([NH:11][C:8]2[CH:7]=[CH:6][C:5]([CH:3]3[CH2:4][N:1]([CH:23]4[CH2:24][O:21][CH2:22]4)[CH2:2]3)=[CH:10][N:9]=2)[C:13](=[O:20])[N:14]([CH3:19])[CH:15]=1. The yield is 0.850. (6) The reactants are [CH3:1][CH:2]([OH:4])[CH3:3].[H-].[Na+].[Cl:7][C:8]1[CH:9]=[C:10]2[C:15](=[CH:16][CH:17]=1)[C:14](=[O:18])[N:13]([C:19]1[CH:20]=[N:21][CH:22]=[C:23]([CH2:25]Cl)[CH:24]=1)[CH2:12][CH2:11]2. The catalyst is CN(C=O)C. The product is [Cl:7][C:8]1[CH:9]=[C:10]2[C:15](=[CH:16][CH:17]=1)[C:14](=[O:18])[N:13]([C:19]1[CH:20]=[N:21][CH:22]=[C:23]([CH2:25][O:4][CH:2]([CH3:3])[CH3:1])[CH:24]=1)[CH2:12][CH2:11]2. The yield is 0.480.